This data is from NCI-60 drug combinations with 297,098 pairs across 59 cell lines. The task is: Regression. Given two drug SMILES strings and cell line genomic features, predict the synergy score measuring deviation from expected non-interaction effect. (1) Drug 1: C1CCN(CC1)CCOC2=CC=C(C=C2)C(=O)C3=C(SC4=C3C=CC(=C4)O)C5=CC=C(C=C5)O. Drug 2: CC1=C(C(CCC1)(C)C)C=CC(=CC=CC(=CC(=O)O)C)C. Cell line: MCF7. Synergy scores: CSS=22.4, Synergy_ZIP=-7.69, Synergy_Bliss=-5.97, Synergy_Loewe=1.58, Synergy_HSA=2.16. (2) Drug 1: C1CC(C1)(C(=O)O)C(=O)O.[NH2-].[NH2-].[Pt+2]. Drug 2: CCC1=C2CN3C(=CC4=C(C3=O)COC(=O)C4(CC)O)C2=NC5=C1C=C(C=C5)O. Cell line: EKVX. Synergy scores: CSS=5.73, Synergy_ZIP=-1.61, Synergy_Bliss=-2.56, Synergy_Loewe=-33.8, Synergy_HSA=-4.24. (3) Drug 1: CC1=C(C=C(C=C1)C(=O)NC2=CC(=CC(=C2)C(F)(F)F)N3C=C(N=C3)C)NC4=NC=CC(=N4)C5=CN=CC=C5. Drug 2: CN(CCCl)CCCl.Cl. Cell line: CAKI-1. Synergy scores: CSS=24.4, Synergy_ZIP=-8.57, Synergy_Bliss=-3.54, Synergy_Loewe=-0.897, Synergy_HSA=0.427. (4) Drug 1: CC1=C(C=C(C=C1)NC(=O)C2=CC=C(C=C2)CN3CCN(CC3)C)NC4=NC=CC(=N4)C5=CN=CC=C5. Drug 2: C(CN)CNCCSP(=O)(O)O. Cell line: OVCAR-4. Synergy scores: CSS=1.87, Synergy_ZIP=-0.196, Synergy_Bliss=0.172, Synergy_Loewe=-1.31, Synergy_HSA=-1.66. (5) Drug 1: C1=CN(C=N1)CC(O)(P(=O)(O)O)P(=O)(O)O. Drug 2: CCC1(C2=C(COC1=O)C(=O)N3CC4=CC5=C(C=CC(=C5CN(C)C)O)N=C4C3=C2)O.Cl. Cell line: UACC62. Synergy scores: CSS=48.7, Synergy_ZIP=-0.765, Synergy_Bliss=0.321, Synergy_Loewe=-44.2, Synergy_HSA=-0.923. (6) Drug 2: CN(CCCl)CCCl.Cl. Drug 1: C1C(C(OC1N2C=NC3=C(N=C(N=C32)Cl)N)CO)O. Cell line: UO-31. Synergy scores: CSS=21.2, Synergy_ZIP=-12.0, Synergy_Bliss=-12.8, Synergy_Loewe=-8.07, Synergy_HSA=-8.48. (7) Drug 1: CC1C(C(CC(O1)OC2CC(CC3=C2C(=C4C(=C3O)C(=O)C5=C(C4=O)C(=CC=C5)OC)O)(C(=O)C)O)N)O.Cl. Drug 2: C(CC(=O)O)C(=O)CN.Cl. Cell line: T-47D. Synergy scores: CSS=9.36, Synergy_ZIP=-6.39, Synergy_Bliss=-4.95, Synergy_Loewe=-11.6, Synergy_HSA=-4.53. (8) Drug 1: COC1=CC(=CC(=C1O)OC)C2C3C(COC3=O)C(C4=CC5=C(C=C24)OCO5)OC6C(C(C7C(O6)COC(O7)C8=CC=CS8)O)O. Drug 2: C1=CC(=CC=C1C#N)C(C2=CC=C(C=C2)C#N)N3C=NC=N3. Cell line: OVCAR3. Synergy scores: CSS=10.6, Synergy_ZIP=-4.68, Synergy_Bliss=1.58, Synergy_Loewe=-17.4, Synergy_HSA=1.91. (9) Drug 1: CC(CN1CC(=O)NC(=O)C1)N2CC(=O)NC(=O)C2. Drug 2: C1CN(P(=O)(OC1)NCCCl)CCCl. Cell line: ACHN. Synergy scores: CSS=34.8, Synergy_ZIP=-11.5, Synergy_Bliss=-0.0983, Synergy_Loewe=-11.7, Synergy_HSA=0.762. (10) Drug 1: C1C(C(OC1N2C=NC3=C(N=C(N=C32)Cl)N)CO)O. Drug 2: CC1=C2C(C(=O)C3(C(CC4C(C3C(C(C2(C)C)(CC1OC(=O)C(C(C5=CC=CC=C5)NC(=O)OC(C)(C)C)O)O)OC(=O)C6=CC=CC=C6)(CO4)OC(=O)C)O)C)O. Cell line: TK-10. Synergy scores: CSS=11.2, Synergy_ZIP=-3.11, Synergy_Bliss=6.71, Synergy_Loewe=-5.45, Synergy_HSA=-3.53.